Predict which catalyst facilitates the given reaction. From a dataset of Catalyst prediction with 721,799 reactions and 888 catalyst types from USPTO. Reactant: [F:1][C:2]1[CH:8]=[C:7]([I:9])[CH:6]=[CH:5][C:3]=1[NH2:4].[CH3:10][S:11](Cl)(=[O:13])=[O:12]. Product: [F:1][C:2]1[CH:8]=[C:7]([I:9])[CH:6]=[CH:5][C:3]=1[NH:4][S:11]([CH3:10])(=[O:13])=[O:12]. The catalyst class is: 228.